This data is from Full USPTO retrosynthesis dataset with 1.9M reactions from patents (1976-2016). The task is: Predict the reactants needed to synthesize the given product. (1) Given the product [OH:44][CH:42]([CH:21]1[C:22]2([CH2:23][CH2:24][N:25]([C:28]([O:30][C:31]([CH3:34])([CH3:33])[CH3:32])=[O:29])[CH2:26][CH2:27]2)[O:35][C:36]2[C:41](=[CH:40][CH:39]=[CH:38][CH:37]=2)[C:20]1=[O:19])[CH3:43], predict the reactants needed to synthesize it. The reactants are: C(NC(C)C)(C)C.C([Li])CCC.CCCCCC.[O:19]=[C:20]1[C:41]2[C:36](=[CH:37][CH:38]=[CH:39][CH:40]=2)[O:35][C:22]2([CH2:27][CH2:26][N:25]([C:28]([O:30][C:31]([CH3:34])([CH3:33])[CH3:32])=[O:29])[CH2:24][CH2:23]2)[CH2:21]1.[CH:42](=[O:44])[CH3:43]. (2) The reactants are: [O:1]=[C:2]1[NH:6][CH2:5][CH2:4][N:3]1[C:7]1[CH:8]=[C:9]([CH2:13][C:14](OC)=[O:15])[CH:10]=[CH:11][CH:12]=1.[BH4-].[Li+].O. Given the product [OH:15][CH2:14][CH2:13][C:9]1[CH:8]=[C:7]([N:3]2[CH2:4][CH2:5][NH:6][C:2]2=[O:1])[CH:12]=[CH:11][CH:10]=1, predict the reactants needed to synthesize it.